This data is from Forward reaction prediction with 1.9M reactions from USPTO patents (1976-2016). The task is: Predict the product of the given reaction. (1) Given the reactants [NH2:1][C:2]1[CH:7]=[CH:6][CH:5]=[CH:4][C:3]=1B(O)O.Br[C:12]1[N:16]([CH3:17])[C:15]([CH3:18])=[N:14][C:13]=1[C:19]#[N:20].C(O)CC.C(=O)([O-])[O-].[Na+].[Na+], predict the reaction product. The product is: [NH2:1][C:2]1[CH:7]=[CH:6][CH:5]=[CH:4][C:3]=1[C:12]1[N:16]([CH3:17])[C:15]([CH3:18])=[N:14][C:13]=1[C:19]#[N:20]. (2) Given the reactants [CH3:1][N:2]1[CH2:7][CH:6]=[C:5]([C:8]2[CH:9]=[C:10]3[C:14](=[CH:15][CH:16]=2)[NH:13][N:12]=[C:11]3[C:17]2[N:18]=[N:19][N:20]([C:22]3[CH:27]=[CH:26][C:25]([C:28]([N:30]4[CH2:35][CH2:34][O:33][CH2:32][CH2:31]4)=[O:29])=[CH:24][CH:23]=3)[CH:21]=2)[CH2:4][CH2:3]1, predict the reaction product. The product is: [CH3:1][N:2]1[CH2:7][CH2:6][CH:5]([C:8]2[CH:9]=[C:10]3[C:14](=[CH:15][CH:16]=2)[NH:13][N:12]=[C:11]3[C:17]2[N:18]=[N:19][N:20]([C:22]3[CH:23]=[CH:24][C:25]([C:28]([N:30]4[CH2:35][CH2:34][O:33][CH2:32][CH2:31]4)=[O:29])=[CH:26][CH:27]=3)[CH:21]=2)[CH2:4][CH2:3]1. (3) Given the reactants Cl.[NH2:2][C@@H:3]([CH2:6][CH2:7][C:8]1[CH:13]=[CH:12][CH:11]=[CH:10][CH:9]=1)[C:4]#[N:5].[F:14][C:15]([F:27])([CH2:19][CH2:20][C:21]1[CH:26]=[CH:25][CH:24]=[CH:23][CH:22]=1)[C:16](O)=[O:17].FC(F)(CCC1C=CC=CC=1)C(N)=O, predict the reaction product. The product is: [C:4]([C@@H:3]([NH:2][C:16](=[O:17])[C:15]([F:27])([F:14])[CH2:19][CH2:20][C:21]1[CH:22]=[CH:23][CH:24]=[CH:25][CH:26]=1)[CH2:6][CH2:7][C:8]1[CH:13]=[CH:12][CH:11]=[CH:10][CH:9]=1)#[N:5].